From a dataset of Forward reaction prediction with 1.9M reactions from USPTO patents (1976-2016). Predict the product of the given reaction. (1) Given the reactants FC(F)(F)S(OS(C(F)(F)F)(=O)=O)(=O)=O.[O:16]1[CH2:21][CH2:20][CH:19]=[C:18]([N:22](CC2C=CC(OC)=CC=2)[C:23](=O)[C:24]2[CH:29]=[CH:28][C:27]([N+:30]([O-:32])=[O:31])=[CH:26][CH:25]=2)[CH2:17]1.[CH3:43][C@H:44]1[CH2:49][O:48][CH2:47][CH2:46][N:45]1[C:50]#[N:51].ClC1C=CC=CN=1.ClC1C=CC=C(Cl)N=1, predict the reaction product. The product is: [CH3:43][C@@H:44]1[N:45]([C:50]2[C:19]3[CH2:20][CH2:21][O:16][CH2:17][C:18]=3[N:22]=[C:23]([C:24]3[CH:25]=[CH:26][C:27]([N+:30]([O-:32])=[O:31])=[CH:28][CH:29]=3)[N:51]=2)[CH2:46][CH2:47][O:48][CH2:49]1. (2) The product is: [CH3:34][C:35]1[CH:30]=[CH:31][C:32]([Cl:14])=[CH:17][C:18]=1[C:19]1[N:20]=[C:8]([C:7]2[CH:6]=[CH:5][C:4]([CH2:3][CH:2]([CH3:1])[CH3:13])=[CH:12][CH:11]=2)[O:10][N:38]=1. Given the reactants [CH3:1][CH:2]([CH3:13])[CH2:3][C:4]1[CH:12]=[CH:11][C:7]([C:8]([OH:10])=O)=[CH:6][CH:5]=1.[ClH:14].CN(C)[CH2:17][CH2:18][CH2:19][N:20]=C=NCC.ON1[C:31]2[CH:32]=C[CH:34]=[CH:35][C:30]=2N=N1.C(#[N:38])C, predict the reaction product. (3) Given the reactants [O:1]1[CH2:6][CH2:5][CH2:4][O:3][CH:2]1[CH2:7][CH2:8][Mg]Br.[Br:11][C:12]1[CH:19]=[CH:18][C:15]([CH:16]=[O:17])=[CH:14][CH:13]=1.C(OCC)(=O)C, predict the reaction product. The product is: [Br:11][C:12]1[CH:19]=[CH:18][C:15]([CH:16]([OH:17])[CH2:8][CH2:7][CH:2]2[O:3][CH2:4][CH2:5][CH2:6][O:1]2)=[CH:14][CH:13]=1. (4) Given the reactants FC(F)(F)S(O[C:7]1[C@@H:8]([C:31]([O:33][CH3:34])=[O:32])[N:9]([C:12]([C:25]2[CH:30]=[CH:29][CH:28]=[CH:27][CH:26]=2)([C:19]2[CH:24]=[CH:23][CH:22]=[CH:21][CH:20]=2)[C:13]2[CH:18]=[CH:17][CH:16]=[CH:15][CH:14]=2)[CH2:10][CH:11]=1)(=O)=O.[F:37][C:38]([F:49])([F:48])[C:39]1[CH:44]=[CH:43][C:42](B(O)O)=[CH:41][CH:40]=1.C([O-])([O-])=O.[K+].[K+].C1(C)C=CC=CC=1, predict the reaction product. The product is: [F:37][C:38]([F:49])([F:48])[C:39]1[CH:44]=[CH:43][C:42]([C:7]2[C@@H:8]([C:31]([O:33][CH3:34])=[O:32])[N:9]([C:12]([C:19]3[CH:20]=[CH:21][CH:22]=[CH:23][CH:24]=3)([C:25]3[CH:30]=[CH:29][CH:28]=[CH:27][CH:26]=3)[C:13]3[CH:14]=[CH:15][CH:16]=[CH:17][CH:18]=3)[CH2:10][CH:11]=2)=[CH:41][CH:40]=1. (5) Given the reactants [C:1]1([CH2:11][O:12][C:13]2[CH:20]=[CH:19][CH:18]=[CH:17][C:14]=2[CH:15]=O)[C:10]2[C:5](=[CH:6][CH:7]=[CH:8][CH:9]=2)[CH:4]=[CH:3][CH:2]=1.[C:21]1([CH2:27][C:28]([NH:30][NH2:31])=[O:29])[CH:26]=[CH:25][CH:24]=[CH:23][CH:22]=1, predict the reaction product. The product is: [C:1]1([CH2:11][O:12][C:13]2[CH:20]=[CH:19][CH:18]=[CH:17][C:14]=2/[CH:15]=[C:27](\[C:21]2[CH:26]=[CH:25][CH:24]=[CH:23][CH:22]=2)/[C:28]([NH:30][NH2:31])=[O:29])[C:10]2[C:5](=[CH:6][CH:7]=[CH:8][CH:9]=2)[CH:4]=[CH:3][CH:2]=1. (6) Given the reactants [NH2:1][C:2]1[CH:3]=[C:4]([C:16](=[O:18])[CH3:17])[CH:5]=[CH:6][C:7]=1[NH:8][C:9]1[CH:14]=[CH:13][CH:12]=[C:11]([Br:15])[CH:10]=1.[CH:19](OCC)(OCC)OCC.C1(C)C=CC(S(O)(=O)=O)=CC=1, predict the reaction product. The product is: [Br:15][C:11]1[CH:10]=[C:9]([N:8]2[C:7]3[CH:6]=[CH:5][C:4]([C:16](=[O:18])[CH3:17])=[CH:3][C:2]=3[N:1]=[CH:19]2)[CH:14]=[CH:13][CH:12]=1. (7) Given the reactants CO[C:3](=[O:26])[C:4]1[CH:9]=[CH:8][C:7]([O:10][CH2:11][C:12]2[C:13]([C:18]3[CH:23]=[CH:22][C:21]([F:24])=[CH:20][C:19]=3[F:25])=[N:14][O:15][C:16]=2[CH3:17])=[N:6][CH:5]=1.[NH2:27][CH:28]1[CH2:33][CH2:32][O:31][CH2:30][CH2:29]1, predict the reaction product. The product is: [F:25][C:19]1[CH:20]=[C:21]([F:24])[CH:22]=[CH:23][C:18]=1[C:13]1[C:12]([CH2:11][O:10][C:7]2[CH:8]=[CH:9][C:4]([C:3]([NH:27][CH:28]3[CH2:33][CH2:32][O:31][CH2:30][CH2:29]3)=[O:26])=[CH:5][N:6]=2)=[C:16]([CH3:17])[O:15][N:14]=1. (8) Given the reactants C1(C(=O)C)CC1.[CH:7]([C:10]1[CH:15]=[C:14]([CH:16]([CH3:18])[CH3:17])[CH:13]=[C:12]([CH:19]([CH3:21])[CH3:20])[C:11]=1[S:22]([NH:25]/[N:26]=[C:27](/[CH:29]([CH3:31])[CH3:30])\[CH3:28])(=[O:24])=[O:23])([CH3:9])[CH3:8], predict the reaction product. The product is: [CH:29]1(/[C:27](=[N:26]/[NH:25][S:22]([C:11]2[C:12]([CH:19]([CH3:20])[CH3:21])=[CH:13][C:14]([CH:16]([CH3:18])[CH3:17])=[CH:15][C:10]=2[CH:7]([CH3:8])[CH3:9])(=[O:24])=[O:23])/[CH3:28])[CH2:31][CH2:30]1. (9) Given the reactants Br[C:2]1[C:7]([N+:8]([O-:10])=[O:9])=[CH:6][C:5]([Br:11])=[CH:4][N:3]=1.[CH2:12]([N:14](CC)C(=O)C)C, predict the reaction product. The product is: [Br:11][C:5]1[CH:6]=[C:7]([N+:8]([O-:10])=[O:9])[C:2]([C:12]#[N:14])=[N:3][CH:4]=1. (10) Given the reactants [OH:1][C:2]1[CH:11]=[C:10]2[C:5]([CH2:6][C@@H:7]([C:33](=[O:45])[NH:34][C@H:35]3[C:44]4[C:39](=[CH:40][CH:41]=[CH:42][CH:43]=4)[CH2:38][CH2:37][CH2:36]3)[N:8]([C:12](=[O:32])[C@@H:13]([NH:18][C:19](=[O:31])[C@@H:20]([N:22]([CH3:30])[C:23](=[O:29])[O:24][C:25]([CH3:28])([CH3:27])[CH3:26])[CH3:21])[C:14]([CH3:17])([CH3:16])[CH3:15])[CH2:9]2)=[CH:4][CH:3]=1.[O:46](S(C(F)(F)F)(=O)=O)[S:47]([C:50]([F:53])([F:52])[F:51])(=O)=[O:48].N1C=CC=CC=1, predict the reaction product. The product is: [F:51][C:50]([F:53])([F:52])[S:47]([O:1][C:2]1[CH:11]=[C:10]2[C:5]([CH2:6][C@@H:7]([C:33](=[O:45])[NH:34][C@H:35]3[C:44]4[C:39](=[CH:40][CH:41]=[CH:42][CH:43]=4)[CH2:38][CH2:37][CH2:36]3)[N:8]([C:12](=[O:32])[C@@H:13]([NH:18][C:19](=[O:31])[C@@H:20]([N:22]([C:23]([O:24][C:25]([CH3:27])([CH3:28])[CH3:26])=[O:29])[CH3:30])[CH3:21])[C:14]([CH3:15])([CH3:16])[CH3:17])[CH2:9]2)=[CH:4][CH:3]=1)(=[O:48])=[O:46].